Dataset: Reaction yield outcomes from USPTO patents with 853,638 reactions. Task: Predict the reaction yield, written as a fraction of the theoretical maximum amount of product (1.0 means a 100% yield; for example, 0.34 means a 34% yield). (1) The reactants are [CH3:1][C:2]([NH:14][C:15]1[C:16](=[O:41])[N:17]([C:31]2[CH:36]=[CH:35][C:34]([C:37]([F:40])([F:39])[F:38])=[CH:33][CH:32]=2)[C@@H:18]([C:20]2[CH:25]=[CH:24][CH:23]=[C:22]([O:26][C:27]([F:30])([F:29])[F:28])[CH:21]=2)[CH:19]=1)([C:4]1[CH:9]=[CH:8][N:7]=[C:6]([C:10]([F:13])([F:12])[F:11])[N:5]=1)[CH3:3].C([BH3-])#N.[Na+]. The catalyst is C(O)(=O)C.C1COCC1. The product is [CH3:3][C:2]([NH:14][C@@H:15]1[CH2:19][C@H:18]([C:20]2[CH:25]=[CH:24][CH:23]=[C:22]([O:26][C:27]([F:28])([F:29])[F:30])[CH:21]=2)[N:17]([C:31]2[CH:32]=[CH:33][C:34]([C:37]([F:38])([F:40])[F:39])=[CH:35][CH:36]=2)[C:16]1=[O:41])([C:4]1[CH:9]=[CH:8][N:7]=[C:6]([C:10]([F:11])([F:13])[F:12])[N:5]=1)[CH3:1]. The yield is 0.690. (2) The reactants are [CH3:1][C:2]([CH3:15])([O:4][C:5]([NH:7][C@@H:8]([CH2:12][CH2:13][CH3:14])[C:9]([OH:11])=O)=[O:6])[CH3:3].C(N1C=CN=C1)(N1C=CN=C1)=O.Cl.[NH2:29][C@@H:30]([CH:42]([CH3:44])[CH3:43])[CH2:31][NH:32][C:33](=[O:41])[C:34]1[CH:39]=[CH:38][C:37]([CH3:40])=[CH:36][CH:35]=1.C(N(CC)CC)C. The catalyst is ClCCl. The product is [CH3:43][CH:42]([CH3:44])[C@H:30]([NH:29][C:9](=[O:11])[C@@H:8]([NH:7][C:5]([O:4][C:2]([CH3:1])([CH3:3])[CH3:15])=[O:6])[CH2:12][CH2:13][CH3:14])[CH2:31][NH:32][C:33](=[O:41])[C:34]1[CH:35]=[CH:36][C:37]([CH3:40])=[CH:38][CH:39]=1. The yield is 0.880. (3) The reactants are Cl.[NH2:2][OH:3].N1C=CC=CC=1.[CH:10]1([C:13]2[CH:17]=[C:16]([C:18]3[CH:27]=[C:26]4[C:21]([C:22](=[O:46])[N:23]([C:39]5[CH:44]=[CH:43][C:42]([F:45])=[CH:41][CH:40]=5)[C:24]([CH2:28][CH2:29][CH2:30][CH2:31][C:32]([O:34][C:35]([CH3:38])([CH3:37])[CH3:36])=[O:33])=[N:25]4)=[CH:20][CH:19]=3)ON=2)[CH2:12][CH2:11]1. No catalyst specified. The product is [CH:10]1([C:13]2[O:3][N:2]=[C:16]([C:18]3[CH:27]=[C:26]4[C:21]([C:22](=[O:46])[N:23]([C:39]5[CH:40]=[CH:41][C:42]([F:45])=[CH:43][CH:44]=5)[C:24]([CH2:28][CH2:29][CH2:30][CH2:31][C:32]([O:34][C:35]([CH3:36])([CH3:37])[CH3:38])=[O:33])=[N:25]4)=[CH:20][CH:19]=3)[CH:17]=2)[CH2:12][CH2:11]1. The yield is 0.630. (4) The reactants are C(OC([N:8]1[CH2:12][CH2:11][CH2:10][CH:9]1[C:13](=[O:42])[NH:14][CH:15]([CH2:32][C:33]1[CH:38]=[C:37]([F:39])[C:36]([F:40])=[CH:35][C:34]=1[F:41])[CH2:16][C:17](=[O:31])[N:18]1[CH2:23][CH2:22][N:21]2[C:24]([C:27]([F:30])([F:29])[F:28])=[N:25][N:26]=[C:20]2[CH2:19]1)=O)(C)(C)C.[ClH:43]. The catalyst is C(OCC)(=O)C. The product is [ClH:43].[O:31]=[C:17]([N:18]1[CH2:23][CH2:22][N:21]2[C:24]([C:27]([F:28])([F:30])[F:29])=[N:25][N:26]=[C:20]2[CH2:19]1)[CH2:16][CH:15]([NH:14][C:13]([CH:9]1[CH2:10][CH2:11][CH2:12][NH:8]1)=[O:42])[CH2:32][C:33]1[CH:38]=[C:37]([F:39])[C:36]([F:40])=[CH:35][C:34]=1[F:41]. The yield is 0.940. (5) The reactants are [CH:1]1[C:10]2[C:5](=[CH:6][CH:7]=[CH:8][CH:9]=2)[CH:4]=[CH:3][C:2]=1[C:11](=O)[CH:12]([C:19]1[CH:24]=[CH:23][N:22]=[CH:21][CH:20]=1)[CH2:13][C:14]([O:16]CC)=O.O.[NH2:27][NH2:28].CO. The catalyst is C(O)C. The product is [CH:1]1[C:10]2[C:5](=[CH:6][CH:7]=[CH:8][CH:9]=2)[CH:4]=[CH:3][C:2]=1[C:11]1[CH:12]([C:19]2[CH:24]=[CH:23][N:22]=[CH:21][CH:20]=2)[CH2:13][C:14](=[O:16])[NH:27][N:28]=1. The yield is 0.830. (6) The reactants are [NH2:1][CH2:2][CH2:3][N:4]1[CH:8]=[CH:7][C:6]([C:9]2[CH:14]=[CH:13][C:12]([O:15][CH3:16])=[CH:11][CH:10]=2)=[C:5]1[C:17]1[CH:24]=[CH:23][C:20]([C:21]#[N:22])=[CH:19][C:18]=1[CH3:25].N1C=CC=CC=1.[F:32][C:33]([F:46])([F:45])[S:34](O[S:34]([C:33]([F:46])([F:45])[F:32])(=[O:36])=[O:35])(=[O:36])=[O:35]. The catalyst is C(Cl)Cl. The product is [C:21]([C:20]1[CH:23]=[CH:24][C:17]([C:5]2[N:4]([CH2:3][CH2:2][NH:1][S:34]([C:33]([F:46])([F:45])[F:32])(=[O:36])=[O:35])[CH:8]=[CH:7][C:6]=2[C:9]2[CH:10]=[CH:11][C:12]([O:15][CH3:16])=[CH:13][CH:14]=2)=[C:18]([CH3:25])[CH:19]=1)#[N:22]. The yield is 0.860. (7) The reactants are [N:1]1[C:10]2[CH2:9][CH2:8][CH2:7][CH:6]([NH2:11])[C:5]=2[N:4]=[CH:3][CH:2]=1.[O:12]=[C:13]1[C:21]2[C:16](=[CH:17][CH:18]=[CH:19][CH:20]=2)[C:15](=[O:22])[N:14]1[CH2:23][CH2:24][CH2:25][CH:26]=O.C(O[BH-](OC(=O)C)OC(=O)C)(=O)C.[Na+].C(=O)(O)[O-].[Na+]. The catalyst is C(Cl)Cl. The product is [N:1]1[C:10]2[CH2:9][CH2:8][CH2:7][CH:6]([NH:11][CH2:26][CH2:25][CH2:24][CH2:23][N:14]3[C:15](=[O:22])[C:16]4[C:21](=[CH:20][CH:19]=[CH:18][CH:17]=4)[C:13]3=[O:12])[C:5]=2[N:4]=[CH:3][CH:2]=1. The yield is 0.810. (8) The reactants are [CH:1]1([N:4]2[C:12]3[C:7](=[CH:8][CH:9]=[C:10]([O:13][CH3:14])[CH:11]=3)[CH:6]=[CH:5]2)[CH2:3][CH2:2]1.ClS([N:19]=[C:20]=O)(=O)=O. The catalyst is CN(C=O)C. The product is [C:20]([C:6]1[C:7]2[C:12](=[CH:11][C:10]([O:13][CH3:14])=[CH:9][CH:8]=2)[N:4]([CH:1]2[CH2:3][CH2:2]2)[CH:5]=1)#[N:19]. The yield is 0.820. (9) The reactants are Cl[C:2]1[CH:7]=[C:6]([Cl:8])[N:5]2[N:9]=[CH:10][C:11]([CH:12]([CH3:14])[CH3:13])=[C:4]2[N:3]=1.CC1(C)C(C)(C)OB([C:23]2[CH:24]=[C:25]3[CH:31]=[CH:30][NH:29][C:26]3=[N:27][CH:28]=2)O1.C([O-])(O)=O.[Na+]. The catalyst is O1CCOCC1.O1CCOCC1.O.C1C=CC([P]([Pd]([P](C2C=CC=CC=2)(C2C=CC=CC=2)C2C=CC=CC=2)([P](C2C=CC=CC=2)(C2C=CC=CC=2)C2C=CC=CC=2)[P](C2C=CC=CC=2)(C2C=CC=CC=2)C2C=CC=CC=2)(C2C=CC=CC=2)C2C=CC=CC=2)=CC=1. The product is [Cl:8][C:6]1[N:5]2[N:9]=[CH:10][C:11]([CH:12]([CH3:14])[CH3:13])=[C:4]2[N:3]=[C:2]([C:23]2[CH:24]=[C:25]3[CH:31]=[CH:30][NH:29][C:26]3=[N:27][CH:28]=2)[CH:7]=1. The yield is 0.480.